From a dataset of Full USPTO retrosynthesis dataset with 1.9M reactions from patents (1976-2016). Predict the reactants needed to synthesize the given product. (1) Given the product [CH:1]1([O:5][C:6]2[CH:7]=[C:8]([F:16])[C:9]([F:15])=[C:10]([NH:19][C:22](=[O:31])[O:45][C:41]([CH3:44])([CH3:43])[CH3:42])[CH:14]=2)[CH2:2][CH2:3][CH2:4]1, predict the reactants needed to synthesize it. The reactants are: [CH:1]1([O:5][C:6]2[CH:7]=[C:8]([F:16])[C:9]([F:15])=[C:10]([CH:14]=2)C(O)=O)[CH2:4][CH2:3][CH2:2]1.C([N:19]([CH2:22]C)CC)C.C1(P(N=[N+]=[N-])(C2C=CC=CC=2)=[O:31])C=CC=CC=1.[C:41]([OH:45])([CH3:44])([CH3:43])[CH3:42]. (2) Given the product [F:11][C:7]1[CH:6]=[C:5]([C:3](=[O:4])[CH2:2][N:12]2[CH2:17][CH2:16][CH2:15][CH2:14][CH2:13]2)[CH:10]=[CH:9][CH:8]=1, predict the reactants needed to synthesize it. The reactants are: Br[CH2:2][C:3]([C:5]1[CH:10]=[CH:9][CH:8]=[C:7]([F:11])[CH:6]=1)=[O:4].[NH:12]1[CH2:17][CH2:16][CH2:15][CH2:14][CH2:13]1.CCN(C(C)C)C(C)C.